This data is from Forward reaction prediction with 1.9M reactions from USPTO patents (1976-2016). The task is: Predict the product of the given reaction. (1) Given the reactants [OH:1][CH2:2][C:3]1[CH:7]=[C:6]([NH:8][S:9]([C:12]2[CH:17]=[CH:16][CH:15]=[CH:14][CH:13]=2)(=[O:11])=[O:10])[N:5]([C:18]2[CH:23]=[CH:22][CH:21]=[CH:20][CH:19]=2)[N:4]=1.C(N(CC)CC)C.Cl, predict the reaction product. The product is: [CH:2]([C:3]1[CH:7]=[C:6]([NH:8][S:9]([C:12]2[CH:17]=[CH:16][CH:15]=[CH:14][CH:13]=2)(=[O:11])=[O:10])[N:5]([C:18]2[CH:23]=[CH:22][CH:21]=[CH:20][CH:19]=2)[N:4]=1)=[O:1]. (2) Given the reactants [Cl:1][C:2]1[CH:7]=[CH:6][C:5]([C:8]2[CH:13]=[N:12][N:11]3[C:14](=[O:17])[NH:15][N:16]=[C:10]3[C:9]=2[C:18]2[CH:23]=[CH:22][N:21]=[CH:20][CH:19]=2)=[CH:4][CH:3]=1.C(=O)([O-])[O-].[K+].[K+].Br[CH2:31][C:32]1[CH:37]=[CH:36][C:35]([C:38]2[CH:42]=[CH:41][O:40][N:39]=2)=[CH:34][CH:33]=1, predict the reaction product. The product is: [O:40]1[CH:41]=[CH:42][C:38]([C:35]2[CH:36]=[CH:37][C:32]([CH2:31][N:15]3[C:14](=[O:17])[N:11]4[N:12]=[CH:13][C:8]([C:5]5[CH:6]=[CH:7][C:2]([Cl:1])=[CH:3][CH:4]=5)=[C:9]([C:18]5[CH:23]=[CH:22][N:21]=[CH:20][CH:19]=5)[C:10]4=[N:16]3)=[CH:33][CH:34]=2)=[N:39]1.